From a dataset of Reaction yield outcomes from USPTO patents with 853,638 reactions. Predict the reaction yield, written as a fraction of the theoretical maximum amount of product (1.0 means a 100% yield; for example, 0.34 means a 34% yield). (1) The reactants are O=P(Cl)(Cl)Cl.[CH3:6][C:7]1[CH:8]=[C:9]([CH:13]=[CH:14][C:15]=1[N:16]1[CH:20]=[CH:19][CH:18]=[CH:17]1)[C:10]([NH2:12])=O.[C:21]([O-])([O-])=[O:22].[Na+].[Na+]. The catalyst is CN(C=O)C. The product is [CH:21]([C:17]1[N:16]([C:15]2[CH:14]=[CH:13][C:9]([C:10]#[N:12])=[CH:8][C:7]=2[CH3:6])[CH:20]=[CH:19][CH:18]=1)=[O:22]. The yield is 0.680. (2) The catalyst is O1CCCC1.CO.C1C=CC(/C=C/C(/C=C/C2C=CC=CC=2)=O)=CC=1.C1C=CC(/C=C/C(/C=C/C2C=CC=CC=2)=O)=CC=1.C1C=CC(/C=C/C(/C=C/C2C=CC=CC=2)=O)=CC=1.[Pd].[Pd].CC(P(C(C)(C)C)C1N(C2C(C3C=CC=CC=3)=NN(C3C=CC=CC=3)C=2C2C=CC=CC=2)N=CC=1)(C)C. The product is [CH3:9][O:8][C:4]1[N:3]=[C:2]([N:10]2[CH2:14][CH2:13][C@H:12]([OH:15])[CH2:11]2)[CH:7]=[CH:6][CH:5]=1. The yield is 0.620. The reactants are Cl[C:2]1[CH:7]=[CH:6][CH:5]=[C:4]([O:8][CH3:9])[N:3]=1.[NH:10]1[CH2:14][CH2:13][C@H:12]([OH:15])[CH2:11]1.[OH-].[K+]. (3) The reactants are [Cl:1][C:2]1[C:18]([C:19]2([C:22]#[N:23])[CH2:21][CH2:20]2)=[CH:17][CH:16]=[CH:15][C:3]=1[C:4]([NH:6][C:7]1[CH:12]=[C:11]([OH:13])[CH:10]=[CH:9][C:8]=1[F:14])=[O:5].Cl[C:25]1[CH:30]=[CH:29][C:28]([N+:31]([O-:33])=[O:32])=[CH:27][N:26]=1.C(=O)([O-])[O-].[K+].[K+].O. The catalyst is CN(C)C=O. The product is [Cl:1][C:2]1[C:18]([C:19]2([C:22]#[N:23])[CH2:21][CH2:20]2)=[CH:17][CH:16]=[CH:15][C:3]=1[C:4]([NH:6][C:7]1[CH:12]=[C:11]([O:13][C:25]2[CH:30]=[CH:29][C:28]([N+:31]([O-:33])=[O:32])=[CH:27][N:26]=2)[CH:10]=[CH:9][C:8]=1[F:14])=[O:5]. The yield is 0.740. (4) The reactants are [CH2:1]([O:8][C:9]1[CH:14]=[CH:13][C:12]([C:15]2[NH:19][N:18]=[C:17]([C:20]([O-:22])=O)[CH:16]=2)=[CH:11][CH:10]=1)[C:2]1[CH:7]=[CH:6][CH:5]=[CH:4][CH:3]=1.[Li+].Cl.[CH3:25][O:26][C:27](=[O:37])[C@H:28]([CH2:30][C:31]1[CH:36]=[CH:35][CH:34]=[CH:33][CH:32]=1)[NH2:29].ON1C2C=CC=CC=2N=N1.C(N(CC)CC)C.Cl.CN(C)CCCN=C=NCC. The catalyst is O.CN(C=O)C. The product is [CH3:25][O:26][C:27](=[O:37])[CH:28]([NH:29][C:20]([C:17]1[CH:16]=[C:15]([C:12]2[CH:11]=[CH:10][C:9]([O:8][CH2:1][C:2]3[CH:3]=[CH:4][CH:5]=[CH:6][CH:7]=3)=[CH:14][CH:13]=2)[NH:19][N:18]=1)=[O:22])[CH2:30][C:31]1[CH:36]=[CH:35][CH:34]=[CH:33][CH:32]=1. The yield is 0.900. (5) The reactants are [CH3:1][N:2]1[CH2:7][CH2:6][N:5]([NH2:8])[CH2:4][CH2:3]1.[CH2:9]([O:11][C:12]([C:14]1[C:19]([O:20][CH2:21][CH3:22])=[C:18]([N:23]2[CH2:28][CH2:27][O:26][CH2:25][CH2:24]2)[N:17]=[C:16]([C:29]2[CH:34]=[CH:33][C:32]([NH:35][C:36](OC3C=CC=CC=3)=[O:37])=[CH:31][CH:30]=2)[N:15]=1)=[O:13])[CH3:10].CCN(CC)CC. The catalyst is O1CCOCC1. The product is [CH2:9]([O:11][C:12]([C:14]1[C:19]([O:20][CH2:21][CH3:22])=[C:18]([N:23]2[CH2:24][CH2:25][O:26][CH2:27][CH2:28]2)[N:17]=[C:16]([C:29]2[CH:30]=[CH:31][C:32]([NH:35][C:36]([NH:8][N:5]3[CH2:6][CH2:7][N:2]([CH3:1])[CH2:3][CH2:4]3)=[O:37])=[CH:33][CH:34]=2)[N:15]=1)=[O:13])[CH3:10]. The yield is 0.450.